Dataset: NCI-60 drug combinations with 297,098 pairs across 59 cell lines. Task: Regression. Given two drug SMILES strings and cell line genomic features, predict the synergy score measuring deviation from expected non-interaction effect. (1) Drug 1: CNC(=O)C1=CC=CC=C1SC2=CC3=C(C=C2)C(=NN3)C=CC4=CC=CC=N4. Drug 2: CS(=O)(=O)OCCCCOS(=O)(=O)C. Cell line: OVCAR-5. Synergy scores: CSS=6.65, Synergy_ZIP=-1.06, Synergy_Bliss=2.40, Synergy_Loewe=0.131, Synergy_HSA=0.569. (2) Drug 1: CC1OCC2C(O1)C(C(C(O2)OC3C4COC(=O)C4C(C5=CC6=C(C=C35)OCO6)C7=CC(=C(C(=C7)OC)O)OC)O)O. Cell line: OVCAR-4. Synergy scores: CSS=44.0, Synergy_ZIP=0.590, Synergy_Bliss=1.24, Synergy_Loewe=-11.0, Synergy_HSA=4.06. Drug 2: C1C(C(OC1N2C=C(C(=O)NC2=O)F)CO)O.